This data is from Peptide-MHC class I binding affinity with 185,985 pairs from IEDB/IMGT. The task is: Regression. Given a peptide amino acid sequence and an MHC pseudo amino acid sequence, predict their binding affinity value. This is MHC class I binding data. (1) The peptide sequence is NKNLNKSYI. The MHC is H-2-Db with pseudo-sequence H-2-Db. The binding affinity (normalized) is 0.373. (2) The peptide sequence is TLNAWVKVV. The MHC is HLA-A01:01 with pseudo-sequence HLA-A01:01. The binding affinity (normalized) is 0.0525.